From a dataset of Forward reaction prediction with 1.9M reactions from USPTO patents (1976-2016). Predict the product of the given reaction. (1) Given the reactants Cl[C:2]1[N:7]=[C:6]([NH2:8])[C:5]([N+:9]([O-:11])=[O:10])=[CH:4][N:3]=1.Cl.[NH:13]1[CH2:18][CH2:17][CH2:16][C@@H:15]([C:19]([N:21]2[CH2:25][CH2:24][CH2:23][CH2:22]2)=[O:20])[CH2:14]1.Cl.Cl.NC1C=CC(N2CCC[C@@H](C(N3CCCC3)=O)C2)=NC=1N.C(N(CC)CC)C, predict the reaction product. The product is: [NH2:8][C:6]1[C:5]([N+:9]([O-:11])=[O:10])=[CH:4][N:3]=[C:2]([N:13]2[CH2:18][CH2:17][CH2:16][C@@H:15]([C:19]([N:21]3[CH2:22][CH2:23][CH2:24][CH2:25]3)=[O:20])[CH2:14]2)[N:7]=1. (2) Given the reactants C([O:9][CH2:10][CH2:11][O:12][CH2:13][CH2:14][N:15]1[C:23]2[C:22](Cl)=[N:21][CH:20]=[N:19][C:18]=2[CH:17]=[CH:16]1)(=O)C1C=CC=CC=1.[Cl:25][C:26]1[CH:27]=[C:28]([CH:30]=[CH:31][C:32]=1[O:33][C:34]1[CH:39]=[CH:38][CH:37]=[C:36]([Cl:40])[CH:35]=1)[NH2:29].CN1CCCC1=O.C(=O)([O-])O.[Na+], predict the reaction product. The product is: [Cl:25][C:26]1[CH:27]=[C:28]([NH:29][C:22]2[C:23]3[N:15]([CH2:14][CH2:13][O:12][CH2:11][CH2:10][OH:9])[CH:16]=[CH:17][C:18]=3[N:19]=[CH:20][N:21]=2)[CH:30]=[CH:31][C:32]=1[O:33][C:34]1[CH:39]=[CH:38][CH:37]=[C:36]([Cl:40])[CH:35]=1. (3) The product is: [CH2:13]([N:8]([CH2:9][CH3:10])[C:23](=[O:29])[CH:6]([N:8]1[CH2:9][CH2:10][N:11]([C:14]2[CH:19]=[CH:18][C:17]([CH:20]=[O:21])=[CH:16][C:15]=2[F:22])[CH2:12][CH2:13]1)[C:16]1[CH:15]=[CH:14][CH:19]=[CH:18][CH:17]=1)[CH3:12]. Given the reactants C(O[C:6]([N:8]1[CH2:13][CH2:12][N:11]([C:14]2[CH:19]=[CH:18][C:17]([CH:20]=[O:21])=[CH:16][C:15]=2[F:22])[CH2:10][CH2:9]1)=O)(C)(C)C.[C:23]([OH:29])(C(F)(F)F)=O, predict the reaction product.